This data is from Peptide-MHC class II binding affinity with 134,281 pairs from IEDB. The task is: Regression. Given a peptide amino acid sequence and an MHC pseudo amino acid sequence, predict their binding affinity value. This is MHC class II binding data. (1) The peptide sequence is EVGEIVSEYDKQKLV. The MHC is DRB1_0101 with pseudo-sequence DRB1_0101. The binding affinity (normalized) is 0.0559. (2) The peptide sequence is GSLKTALTGAMRVTK. The MHC is HLA-DQA10103-DQB10603 with pseudo-sequence HLA-DQA10103-DQB10603. The binding affinity (normalized) is 0.444. (3) The peptide sequence is NTSTREYLKLIGITAIMFATY. The MHC is DRB1_0101 with pseudo-sequence DRB1_0101. The binding affinity (normalized) is 0.710. (4) The peptide sequence is YDKFLAEVSTVLTGK. The MHC is DRB1_1001 with pseudo-sequence DRB1_1001. The binding affinity (normalized) is 0.766. (5) The peptide sequence is REEHYIVLSSELRLS. The MHC is DRB1_0101 with pseudo-sequence DRB1_0101. The binding affinity (normalized) is 1.00. (6) The peptide sequence is EIVQFLEETFAAYDQ. The MHC is DRB1_1302 with pseudo-sequence DRB1_1302. The binding affinity (normalized) is 0.262.